Predict which catalyst facilitates the given reaction. From a dataset of Catalyst prediction with 721,799 reactions and 888 catalyst types from USPTO. Reactant: Br[CH2:2][CH2:3][O:4][CH2:5][CH2:6]Br.C(=O)([O-])[O-].[K+].[K+].CN(C)C=O.[NH2:19][C:20]1[N:25]=[C:24]([Cl:26])[CH:23]=[C:22]([Cl:27])[N:21]=1. Product: [Cl:27][C:22]1[CH:23]=[C:24]([Cl:26])[N:25]=[C:20]([N:19]2[CH2:6][CH2:5][O:4][CH2:3][CH2:2]2)[N:21]=1. The catalyst class is: 13.